This data is from Reaction yield outcomes from USPTO patents with 853,638 reactions. The task is: Predict the reaction yield, written as a fraction of the theoretical maximum amount of product (1.0 means a 100% yield; for example, 0.34 means a 34% yield). (1) The reactants are [H-].[Na+].[Cl:3][C:4]1[CH:12]=[CH:11][C:10]([Cl:13])=[C:9]2[C:5]=1[C:6](=[O:15])[C:7](=[O:14])[NH:8]2.Br[CH2:17][CH2:18][CH2:19][CH2:20][CH3:21].C(OCC)C. The catalyst is CN(C)C=O. The product is [Cl:3][C:4]1[CH:12]=[CH:11][C:10]([Cl:13])=[C:9]2[C:5]=1[C:6](=[O:15])[C:7](=[O:14])[N:8]2[CH2:17][CH2:18][CH2:19][CH2:20][CH3:21]. The yield is 0.980. (2) The reactants are [CH3:1][O:2][C:3]([C:5]1[CH:6]=[C:7]([CH3:17])[C:8]2[NH:12][C:11]([CH2:13][CH2:14][CH3:15])=[N:10][C:9]=2[CH:16]=1)=[O:4].CC(C)([O-])C.[K+].Br[CH2:25][C:26]1[CH:43]=[CH:42][C:29]2/[C:30](=[CH:39]/[C:40]#[N:41])/[C:31]3[CH:38]=[CH:37][CH:36]=[CH:35][C:32]=3[CH2:33][CH2:34][C:28]=2[CH:27]=1.C(OCC)(=O)C. The catalyst is CN(C=O)C. The product is [CH3:1][O:2][C:3]([C:5]1[CH:6]=[C:7]([CH3:17])[C:8]2[N:12]=[C:11]([CH2:13][CH2:14][CH3:15])[N:10]([CH2:25][C:26]3[CH:43]=[CH:42][C:29]4/[C:30](=[CH:39]/[C:40]#[N:41])/[C:31]5[CH:38]=[CH:37][CH:36]=[CH:35][C:32]=5[CH2:33][CH2:34][C:28]=4[CH:27]=3)[C:9]=2[CH:16]=1)=[O:4]. The yield is 0.730. (3) The reactants are [CH:1]1([CH2:6][CH:7]([C:16]2[CH:21]=[CH:20][C:19]([S:22]([CH3:25])(=[O:24])=[O:23])=[C:18]([N+:26]([O-])=O)[CH:17]=2)[C:8]([NH:10][C:11]2[S:12][CH:13]=[CH:14][N:15]=2)=[O:9])[CH2:5][CH2:4][CH2:3][CH2:2]1.[Cl-].[NH4+]. The catalyst is CO.O.[Zn]. The yield is 0.430. The product is [NH2:26][C:18]1[CH:17]=[C:16]([CH:7]([CH2:6][CH:1]2[CH2:2][CH2:3][CH2:4][CH2:5]2)[C:8]([NH:10][C:11]2[S:12][CH:13]=[CH:14][N:15]=2)=[O:9])[CH:21]=[CH:20][C:19]=1[S:22]([CH3:25])(=[O:23])=[O:24]. (4) The reactants are [NH:1]1[CH:5]=[N:4][C:3]([NH2:6])=[N:2]1.O=[C:8]1[CH2:13][CH2:12][CH:11]([C:14]([O:16][CH2:17][CH3:18])=[O:15])[CH2:10][CH2:9]1.C([BH3-])#N.[Na+].O. The catalyst is C(O)(=O)C. The product is [N:1]1[N:2]=[C:3]([NH:6][CH:8]2[CH2:13][CH2:12][CH:11]([C:14]([O:16][CH2:17][CH3:18])=[O:15])[CH2:10][CH2:9]2)[NH:4][CH:5]=1. The yield is 0.400. (5) The reactants are [Cl:1][C:2]1[CH:8]=[CH:7][C:5]([NH2:6])=[C:4]([F:9])[CH:3]=1.[N:10]([O-])=O.[Na+].C([O-])(=O)C.[Na+].[C:19]([CH2:22][C:23](=[O:25])[CH3:24])(=[O:21])[CH3:20]. The catalyst is C(O)(=O)C.Cl.O. The product is [Cl:1][C:2]1[CH:8]=[CH:7][C:5]([NH:6][N:10]=[C:22]([C:23](=[O:25])[CH3:24])[C:19](=[O:21])[CH3:20])=[C:4]([F:9])[CH:3]=1. The yield is 0.570. (6) The reactants are [C:1](O)(=[O:5])[C:2]([CH3:4])=[CH2:3].[C:7]([C:11]1[CH:16]=[CH:15][CH:14]=[CH:13][C:12]=1[O:17][CH2:18][CH:19]([CH3:21])[CH3:20])([CH3:10])([CH3:9])[CH3:8].CS(O)(=O)=O.O=P12OP3(OP(OP(O3)(O1)=O)(=O)O2)=O. The catalyst is O. The product is [CH2:18]([O:17][C:12]1[CH:13]=[C:14]2[C:15](=[CH:16][C:11]=1[C:7]([CH3:10])([CH3:9])[CH3:8])[C:1](=[O:5])[CH:2]([CH3:4])[CH2:3]2)[CH:19]([CH3:21])[CH3:20]. The yield is 0.760. (7) The reactants are [Br:1][C:2]1[CH:7]=[C:6]([N+:8]([O-])=O)[CH:5]=[C:4]([CH:11]([F:13])[F:12])[CH:3]=1.[NH4+].[Cl-]. The catalyst is C(O)C.O.C(OCC)(=O)C.[Fe]. The product is [Br:1][C:2]1[CH:7]=[C:6]([CH:5]=[C:4]([CH:11]([F:12])[F:13])[CH:3]=1)[NH2:8]. The yield is 0.820.